This data is from Full USPTO retrosynthesis dataset with 1.9M reactions from patents (1976-2016). The task is: Predict the reactants needed to synthesize the given product. (1) The reactants are: [CH3:1][C:2]1[CH:7]=[C:6]([CH3:8])[CH:5]=[C:4]([CH3:9])[C:3]=1[S:10]([N:13]1[CH:26]([CH2:27][C:28]([OH:30])=O)[C:25]2[C:20](=[CH:21][CH:22]=[CH:23][CH:24]=2)[C:19]2[CH:18]=[CH:17][CH:16]=[CH:15][C:14]1=2)(=[O:12])=[O:11].Cl.Cl.[NH:33]1[CH2:37][CH2:36][N:35]=[C:34]1[C:38]1[CH:43]=[CH:42][C:41]([CH2:44][CH2:45][NH2:46])=[CH:40][CH:39]=1. Given the product [NH:35]1[CH2:36][CH2:37][N:33]=[C:34]1[C:38]1[CH:39]=[CH:40][C:41]([CH2:44][CH2:45][NH:46][C:28](=[O:30])[CH2:27][CH:26]2[C:25]3[C:20](=[CH:21][CH:22]=[CH:23][CH:24]=3)[C:19]3[CH:18]=[CH:17][CH:16]=[CH:15][C:14]=3[N:13]2[S:10]([C:3]2[C:4]([CH3:9])=[CH:5][C:6]([CH3:8])=[CH:7][C:2]=2[CH3:1])(=[O:11])=[O:12])=[CH:42][CH:43]=1, predict the reactants needed to synthesize it. (2) Given the product [CH3:1][C:2]1[N:3]=[CH:4][C:5]([C:8](=[O:10])[CH2:9][C:11](=[O:16])[C:12]([O:14][CH3:15])=[O:13])=[N:6][CH:7]=1, predict the reactants needed to synthesize it. The reactants are: [CH3:1][C:2]1[N:3]=[CH:4][C:5]([C:8](=[O:10])[CH3:9])=[N:6][CH:7]=1.[C:11](OC)(=[O:16])[C:12]([O:14][CH3:15])=[O:13].C[Si]([N-][Si](C)(C)C)(C)C.[Li+]. (3) The reactants are: [C:1]([O:4][CH:5]1[C:9]2=[N:10][CH:11]=[C:12]([NH2:29])[C:13]([N:14]3[CH2:19][C@H:18]([CH3:20])[CH2:17][C@H:16]([NH:21][C:22]([O:24][C:25]([CH3:28])([CH3:27])[CH3:26])=[O:23])[CH2:15]3)=[C:8]2[CH2:7][CH2:6]1)(=[O:3])[CH3:2].[F:30][C:31]1[C:36]([O:37][CH3:38])=[CH:35][CH:34]=[C:33]([F:39])[C:32]=1[C:40]1[N:45]=[C:44]([C:46](O)=[O:47])[CH:43]=[CH:42][C:41]=1[F:49].CN(C(ON1N=NC2C=CC=NC1=2)=[N+](C)C)C.F[P-](F)(F)(F)(F)F.CCN(C(C)C)C(C)C. Given the product [C:1]([O:4][CH:5]1[C:9]2=[N:10][CH:11]=[C:12]([NH:29][C:46]([C:44]3[CH:43]=[CH:42][C:41]([F:49])=[C:40]([C:32]4[C:33]([F:39])=[CH:34][CH:35]=[C:36]([O:37][CH3:38])[C:31]=4[F:30])[N:45]=3)=[O:47])[C:13]([N:14]3[CH2:19][C@H:18]([CH3:20])[CH2:17][C@H:16]([NH:21][C:22]([O:24][C:25]([CH3:28])([CH3:27])[CH3:26])=[O:23])[CH2:15]3)=[C:8]2[CH2:7][CH2:6]1)(=[O:3])[CH3:2], predict the reactants needed to synthesize it. (4) Given the product [F:32][C:14]([F:13])([F:31])[C:15]1[CH:16]=[C:17]([S:21]([N:24]2[CH2:25][CH2:26][CH:27]([O:30][N:34]3[C:42](=[O:43])[C:41]4[C:36](=[CH:37][CH:38]=[CH:39][CH:40]=4)[C:35]3=[O:44])[CH2:28][CH2:29]2)(=[O:23])=[O:22])[CH:18]=[CH:19][CH:20]=1, predict the reactants needed to synthesize it. The reactants are: N(C(OCC)=O)=NC(OCC)=O.[F:13][C:14]([F:32])([F:31])[C:15]1[CH:16]=[C:17]([S:21]([N:24]2[CH2:29][CH2:28][CH:27]([OH:30])[CH2:26][CH2:25]2)(=[O:23])=[O:22])[CH:18]=[CH:19][CH:20]=1.O[N:34]1[C:42](=[O:43])[C:41]2[C:36](=[CH:37][CH:38]=[CH:39][CH:40]=2)[C:35]1=[O:44].C1(P(C2C=CC=CC=2)C2C=CC=CC=2)C=CC=CC=1.